This data is from Full USPTO retrosynthesis dataset with 1.9M reactions from patents (1976-2016). The task is: Predict the reactants needed to synthesize the given product. (1) Given the product [OH:16][C:14]1[CH:15]=[C:6]([C:5]2[S:1][CH:2]=[N:3][CH:4]=2)[CH:7]=[C:8]2[C:13]=1[N:12]=[CH:11][NH:10][C:9]2=[O:33], predict the reactants needed to synthesize it. The reactants are: [S:1]1[C:5]([C:6]2[CH:7]=[C:8]3[C:13](=[C:14]([O:16]COCC[Si](C)(C)C)[CH:15]=2)[N:12]=[CH:11][N:10](COCC[Si](C)(C)C)[C:9]3=[O:33])=[CH:4][N:3]=[CH:2]1. (2) The reactants are: [CH3:1][C:2]1[CH:7]=[CH:6][CH:5]=[CH:4][C:3]=1[CH:8]([C:19]1[CH:24]=[CH:23][CH:22]=[CH:21][C:20]=1[CH3:25])[N:9]1[CH:14]=[CH:13][CH:12]=[C:11]([C:15](O)=[O:16])[C:10]1=[O:18].[NH2:26][C@@H:27]([CH2:35][CH2:36][CH2:37][NH:38][C:39]([NH:41][S:42]([C:45]1[C:46]([CH3:59])=[C:47]2[C:52](=[C:53]([CH3:56])[C:54]=1[CH3:55])[O:51][C:50]([CH3:58])([CH3:57])[CH2:49][CH2:48]2)(=[O:44])=[O:43])=[NH:40])[C:28]([O:30][C:31]([CH3:34])([CH3:33])[CH3:32])=[O:29].CN(C(ON1N=NC2C=CC=CC1=2)=[N+](C)C)C.F[P-](F)(F)(F)(F)F.CCN(C(C)C)C(C)C. Given the product [CH3:1][C:2]1[CH:7]=[CH:6][CH:5]=[CH:4][C:3]=1[CH:8]([C:19]1[CH:24]=[CH:23][CH:22]=[CH:21][C:20]=1[CH3:25])[N:9]1[CH:14]=[CH:13][CH:12]=[C:11]([C:15]([NH:26][C@@H:27]([CH2:35][CH2:36][CH2:37][NH:38][C:39]([NH:41][S:42]([C:45]2[C:46]([CH3:59])=[C:47]3[C:52](=[C:53]([CH3:56])[C:54]=2[CH3:55])[O:51][C:50]([CH3:58])([CH3:57])[CH2:49][CH2:48]3)(=[O:43])=[O:44])=[NH:40])[C:28]([O:30][C:31]([CH3:32])([CH3:33])[CH3:34])=[O:29])=[O:16])[C:10]1=[O:18], predict the reactants needed to synthesize it. (3) Given the product [Br:29][C:20]1[C:19]2[C:14](=[CH:15][CH:16]=[CH:17][CH:18]=2)[C:13]([OH:23])=[C:12]([CH:6]([O:5][C:1]([CH3:4])([CH3:2])[CH3:3])[C:7]([O:9][CH2:10][CH3:11])=[O:8])[C:21]=1[CH3:22], predict the reactants needed to synthesize it. The reactants are: [C:1]([O:5][CH:6]([C:12]1[C:21]([CH3:22])=[CH:20][C:19]2[C:14](=[CH:15][CH:16]=[CH:17][CH:18]=2)[C:13]=1[OH:23])[C:7]([O:9][CH2:10][CH3:11])=[O:8])([CH3:4])([CH3:3])[CH3:2].C([O-])(O)=O.[Na+].[Br:29]Br.[O-]S([O-])(=S)=O.[Na+].[Na+]. (4) Given the product [Cl:1][C:2]1[CH:3]=[C:4]([CH:18]=[CH:19][C:20]=1[F:21])[CH2:5][CH:6]1[C:13]2[CH:12]=[C:11]([C:14]([OH:16])=[O:15])[NH:10][C:9]=2[CH2:8][CH2:7]1, predict the reactants needed to synthesize it. The reactants are: [Cl:1][C:2]1[CH:3]=[C:4]([CH:18]=[CH:19][C:20]=1[F:21])[CH2:5][CH:6]1[C:13]2[CH:12]=[C:11]([C:14]([O:16]C)=[O:15])[NH:10][C:9]=2[CH2:8][CH2:7]1.[OH-].[Li+].CO. (5) The reactants are: [C:1]([O:5][C:6]([NH:8][C@H:9]([C:14]([OH:16])=O)[CH2:10][CH:11]([CH3:13])C)=[O:7])([CH3:4])([CH3:3])[CH3:2].[F:17][C:18]([F:38])([F:37])[C:19]1[CH:24]=[CH:23][C:22]([S:25]([N:28]2[CH2:32][C@@H:31]3[C@@H:33]([NH2:36])[CH2:34][CH2:35][C@@H:30]3[CH2:29]2)(=[O:27])=[O:26])=[CH:21][CH:20]=1.[CH2:39](N1C[C@@H]2[C@@H](N)CC[C@@H]2C1)C1C=CC=CC=1. Given the product [CH3:39][N:8]([C@@H:9]([CH2:10][CH2:11][CH3:13])[C:14](=[O:16])[NH:36][C@@H:33]1[C@@H:31]2[C@@H:30]([CH2:29][N:28]([S:25]([C:22]3[CH:21]=[CH:20][C:19]([C:18]([F:17])([F:37])[F:38])=[CH:24][CH:23]=3)(=[O:26])=[O:27])[CH2:32]2)[CH2:35][CH2:34]1)[C:6](=[O:7])[O:5][C:1]([CH3:2])([CH3:3])[CH3:4], predict the reactants needed to synthesize it. (6) Given the product [CH3:24][O:25][C:26]1[C:27]([CH3:36])=[C:28]([CH2:34][NH:35][C:2]2[C:3]3[C:4](=[N:8][N:9]([CH2:11][C:12]4[CH:17]=[CH:16][C:15]([CH2:18][N:19]5[CH:23]=[CH:22][CH:21]=[N:20]5)=[CH:14][CH:13]=4)[CH:10]=3)[N:5]=[CH:6][N:7]=2)[C:29]([O:32][CH3:33])=[CH:30][CH:31]=1, predict the reactants needed to synthesize it. The reactants are: Cl[C:2]1[C:3]2[C:4](=[N:8][N:9]([CH2:11][C:12]3[CH:17]=[CH:16][C:15]([CH2:18][N:19]4[CH:23]=[CH:22][CH:21]=[N:20]4)=[CH:14][CH:13]=3)[CH:10]=2)[N:5]=[CH:6][N:7]=1.[CH3:24][O:25][C:26]1[C:27]([CH3:36])=[C:28]([CH2:34][NH2:35])[C:29]([O:32][CH3:33])=[CH:30][CH:31]=1.CCN(C(C)C)C(C)C. (7) Given the product [CH3:14][Si:15]([C:18]#[C:1][C:3]1[CH:4]=[N:5][CH:6]=[CH:7][CH:8]=1)([CH3:17])[CH3:16], predict the reactants needed to synthesize it. The reactants are: [C:1]([C:3]1[CH:4]=[N:5][CH:6]=[CH:7][CH:8]=1)#N.[Li].[C-]#[C-].[Li+].[Li+].[CH3:14][Si:15]([C:18]#C)([CH3:17])[CH3:16].C([Li])CCC.